Dataset: Full USPTO retrosynthesis dataset with 1.9M reactions from patents (1976-2016). Task: Predict the reactants needed to synthesize the given product. (1) Given the product [CH3:15][C:10]1[N:11]=[CH:12][CH:13]=[C:14]2[C:9]=1[C:8](=[O:16])[N:7]([CH3:17])[C:6]1[CH:18]=[C:2]([O:19][CH2:20][C@@H:21]([NH:26][C:27](=[O:33])[O:28][C:29]([CH3:30])([CH3:32])[CH3:31])[CH2:22][CH:23]([CH3:25])[CH3:24])[CH:3]=[CH:4][C:5]2=1, predict the reactants needed to synthesize it. The reactants are: Cl[C:2]1[CH:3]=[CH:4][C:5]2[C:14]3[C:9](=[C:10]([CH3:15])[N:11]=[CH:12][CH:13]=3)[C:8](=[O:16])[N:7]([CH3:17])[C:6]=2[CH:18]=1.[OH:19][CH2:20][C@@H:21]([NH:26][C:27](=[O:33])[O:28][C:29]([CH3:32])([CH3:31])[CH3:30])[CH2:22][CH:23]([CH3:25])[CH3:24].C([O-])([O-])=O.[Cs+].[Cs+].C(P(C(C)(C)C)C1C=CC=CC=1C1C(C(C)C)=CC(C(C)C)=CC=1C(C)C)(C)(C)C. (2) Given the product [C:1]1([CH3:35])[CH:6]=[CH:5][CH:4]=[C:3]([C:7]2[N:8]=[C:9]3[CH2:23][CH2:22][CH2:21][N:20]([CH2:24][CH2:25][CH2:26][CH2:27][CH2:28][CH2:29][C:30]([OH:32])=[O:31])[C:10]3=[N:11][C:12]=2[C:13]2[CH:14]=[CH:15][C:16]([CH3:19])=[CH:17][CH:18]=2)[CH:2]=1, predict the reactants needed to synthesize it. The reactants are: [C:1]1([CH3:35])[CH:6]=[CH:5][CH:4]=[C:3]([C:7]2[N:8]=[C:9]3[CH2:23][CH2:22][CH2:21][N:20]([CH2:24][CH2:25][CH2:26][CH2:27][CH2:28][CH2:29][C:30]([O:32]CC)=[O:31])[C:10]3=[N:11][C:12]=2[C:13]2[CH:18]=[CH:17][C:16]([CH3:19])=[CH:15][CH:14]=2)[CH:2]=1.CO.[OH-].[Na+].Cl. (3) Given the product [Cl:28][C:6]1[CH:7]=[C:8]([C:24]([O:26][CH3:27])=[O:25])[C:9]([N:11]2[CH2:16][CH2:15][N:14]([C:17]([O:19][C:20]([CH3:21])([CH3:22])[CH3:23])=[O:18])[CH2:13][CH2:12]2)=[N:10][C:5]=1[CH2:4][NH:3][CH:1]=[O:2], predict the reactants needed to synthesize it. The reactants are: [CH:1]([NH:3][CH2:4][C:5]1[N:10]=[C:9]([N:11]2[CH2:16][CH2:15][N:14]([C:17]([O:19][C:20]([CH3:23])([CH3:22])[CH3:21])=[O:18])[CH2:13][CH2:12]2)[C:8]([C:24]([O:26][CH3:27])=[O:25])=[CH:7][CH:6]=1)=[O:2].[Cl:28]N1C(=O)CCC1=O. (4) Given the product [CH2:1]([N:3]1[C:12]2[C:7](=[CH:8][C:9]([CH3:26])=[C:10]([C:13]3[CH:14]=[C:15]([CH:30]=[CH:32][CH:33]=[CH:34][C:35]([OH:37])=[O:36])[CH:18]=[CH:19][C:20]=3[O:21][C:22]([F:24])([F:25])[F:23])[CH:11]=2)[C:6]([CH3:28])([CH3:27])[CH2:5][C:4]1=[O:29])[CH3:2], predict the reactants needed to synthesize it. The reactants are: [CH2:1]([N:3]1[C:12]2[C:7](=[CH:8][C:9]([CH3:26])=[C:10]([C:13]3[CH:14]=[C:15]([CH:18]=[CH:19][C:20]=3[O:21][C:22]([F:25])([F:24])[F:23])C=O)[CH:11]=2)[C:6]([CH3:28])([CH3:27])[CH2:5][C:4]1=[O:29])[CH3:2].[CH2:30]([CH:32](P(O)(O)=O)/[C:33](/CC)=[C:34](\CC)/[C:35]([O-:37])=[O:36])C. (5) Given the product [C:13]([O:17][C:18]([N:8]1[CH2:7][C:6]2[C:10](=[CH:11][CH:12]=[C:4]([N+:1]([O-:3])=[O:2])[CH:5]=2)[CH2:9]1)=[O:19])([CH3:16])([CH3:15])[CH3:14], predict the reactants needed to synthesize it. The reactants are: [N+:1]([C:4]1[CH:5]=[C:6]2[C:10](=[CH:11][CH:12]=1)[CH2:9][NH:8][CH2:7]2)([O-:3])=[O:2].[C:13]([O:17][C:18](O[C:18]([O:17][C:13]([CH3:16])([CH3:15])[CH3:14])=[O:19])=[O:19])([CH3:16])([CH3:15])[CH3:14].O. (6) Given the product [CH2:27]([C:28]1[S:29][C:3]([C:13]2[CH:18]=[CH:17][N:16]=[C:15]([F:19])[CH:14]=2)=[C:4]([C:6]2[CH:11]=[CH:10][CH:9]=[C:8]([CH3:12])[CH:7]=2)[N:30]=1)[CH3:26], predict the reactants needed to synthesize it. The reactants are: Br.Br[CH:3]([C:13]1[CH:18]=[CH:17][N:16]=[C:15]([F:19])[CH:14]=1)[C:4]([C:6]1[CH:11]=[CH:10][CH:9]=[C:8]([CH3:12])[CH:7]=1)=O.C1([CH2:26][CH2:27][C:28]([NH2:30])=[S:29])C=CC=CC=1.C(=O)([O-])O.[Na+]. (7) The reactants are: [CH2:1]([O:8][N:9]([CH2:12][CH:13]1[C:18](=[O:19])[N:17]([CH2:20][C:21](O)=[O:22])[C:16]2[CH:24]=[CH:25][CH:26]=[CH:27][C:15]=2[S:14]1)[CH:10]=[O:11])[C:2]1[CH:7]=[CH:6][CH:5]=[CH:4][CH:3]=1.[CH2:28]([NH2:31])[CH2:29][CH3:30].CCN(C(C)C)C(C)C.CN(C(ON1N=NC2C=CC=NC1=2)=[N+](C)C)C.F[P-](F)(F)(F)(F)F. Given the product [CH2:1]([O:8][N:9]([CH2:12][CH:13]1[C:18](=[O:19])[N:17]([CH2:20][C:21]([NH:31][CH2:28][CH2:29][CH3:30])=[O:22])[C:16]2[CH:24]=[CH:25][CH:26]=[CH:27][C:15]=2[S:14]1)[CH:10]=[O:11])[C:2]1[CH:3]=[CH:4][CH:5]=[CH:6][CH:7]=1, predict the reactants needed to synthesize it.